This data is from Experimentally validated miRNA-target interactions with 360,000+ pairs, plus equal number of negative samples. The task is: Binary Classification. Given a miRNA mature sequence and a target amino acid sequence, predict their likelihood of interaction. (1) The miRNA is cel-miR-1021 with sequence AAGUGAGAUCAUGUGAAAUCCUCGG. The protein sequence of the target gene is MAEISRIQYEMEYTEGISQRMRVPEKLKVAPPNADLEQEFQDGVPNASVIMQVPERIVVTGNNEDISFSRPADLDLIQSTPFKPLALKTPPRVLTLSERPLDFLDLERPLPTPQSEESRAVGRLKRERSMSENAVRQNGQLVRNDSIVTPSPPQARVCPPHMLPEDGANLSSARGILSLIQSSTRRAYQQILDVLDENRRPVLRGGSAAATSNPHHDNVRYGISNLDAAIEGASDDMTVVDAASLRRQIIKLNRRLQLLEEENKERAKREMVMYSITVAFWLLNSWLWFRR. Result: 0 (no interaction). (2) The miRNA is hsa-miR-5010-3p with sequence UUUUGUGUCUCCCAUUCCCCAG. The protein sequence of the target gene is MLTRNCLSLLLWVLFDGGLLTPLQPQPQQTLATEPRENVIHLPGQRSHFQRVKRGWVWNQFFVLEEYVGSEPQYVGKLHSDLDKGEGTVKYTLSGDGAGTVFTIDETTGDIHAIRSLDREEKPFYTLRAQAVDIETRKPLEPESEFIIKVQDINDNEPKFLDGPYVATVPEMSPVGAYVLQVKATDADDPTYGNSARVVYSILQGQPYFSIDPKTGVIRTALPNMDREVKEQYQVLIQAKDMGGQLGGLAGTTIVNITLTDVNDNPPRFPKSIFHLKVPESSPIGSAIGRIRAVDPDFGQ.... Result: 1 (interaction). (3) The miRNA is cel-miR-236-3p with sequence UAAUACUGUCAGGUAAUGACGCU. The protein sequence of the target gene is MALLTILRILLWGVVLFMEQRVQMAKPGWPSTALLADDPTLPSILDLAKEAPGKEMKQWPQGYPLRYMLKLYHRSADPHGHPRENRTIGAKMVRLVKPSANTVRPPRGSWHVQTLDFPLASNQVAYELIRATVVYRHQLHLVNYHLSCHVETWVPKCRTKHLPSSKSGSSKPSPMSKAWTEIDITHCIQQKLWNRKGRSVLRLRFMCQQQKGNETREFRWHGMTSLDVAFLLLYFNDTDDRVQGKLLARGQEELTDRESSFLMRSVRQACSIESDASCPSQEHDGSVNNQCSLHPYKVSF.... Result: 0 (no interaction). (4) The miRNA is hsa-miR-920 with sequence GGGGAGCUGUGGAAGCAGUA. The protein sequence of the target gene is MASSTSTRTPAGKRVVNQEELRRLMREKQRLSTNRKRIESPFAKYNRLGQLSCALCNTPVKSELLWQTHVLGKQHRERVAELKGAKGATQGPSTGTVPQATKRRATDVESQDAKKAKASAGPQVQPSTSASSANLDAARAAPSKPGLGLLPDYDDEEEEEEEGGGEERRDSSKHLPDAQGKEHSLASPRETTSNVLPNDPFNTNPPKAPLVPHSGSIEKAEIHEKVVERRENTAEALPEGFFDDPEVDAKVRKVDAPKDQMDKEWDEFQKAMRQVNTISEAIVAEEDEEGRLDRQIGEID.... Result: 0 (no interaction).